Dataset: Forward reaction prediction with 1.9M reactions from USPTO patents (1976-2016). Task: Predict the product of the given reaction. (1) Given the reactants Cl[C:2]1[C:11]2[C:6](=[CH:7][C:8]([F:14])=[C:9]([O:12][CH3:13])[CH:10]=2)[N:5]=[CH:4][C:3]=1[C:15]#[N:16].[N:17]1[CH:22]=[CH:21][CH:20]=[CH:19][C:18]=1[S:23][C:24]1[CH:29]=[CH:28][C:27]([NH2:30])=[CH:26][CH:25]=1.Cl.N1C=CC=CC=1, predict the reaction product. The product is: [F:14][C:8]1[CH:7]=[C:6]2[C:11]([C:2]([NH:30][C:27]3[CH:26]=[CH:25][C:24]([S:23][C:18]4[CH:19]=[CH:20][CH:21]=[CH:22][N:17]=4)=[CH:29][CH:28]=3)=[C:3]([C:15]#[N:16])[CH:4]=[N:5]2)=[CH:10][C:9]=1[O:12][CH3:13]. (2) Given the reactants [CH:1]1([NH:6][C:7]2[S:8][C:9]([C:17]3[CH:21]=[CH:20][NH:19][N:18]=3)=[C:10]3[CH2:15][CH2:14][CH2:13][C:12](=[O:16])[C:11]=23)[CH2:5][CH2:4][CH2:3][CH2:2]1.[C:22]([C:24]1[CH:29]=[CH:28][C:27]([N:30]=[C:31]=[O:32])=[CH:26][CH:25]=1)#[N:23], predict the reaction product. The product is: [C:22]([C:24]1[CH:25]=[CH:26][C:27]([NH:30][C:31]([N:19]2[CH:20]=[CH:21][C:17]([C:9]3[S:8][C:7]([NH:6][CH:1]4[CH2:2][CH2:3][CH2:4][CH2:5]4)=[C:11]4[C:12](=[O:16])[CH2:13][CH2:14][CH2:15][C:10]=34)=[N:18]2)=[O:32])=[CH:28][CH:29]=1)#[N:23]. (3) Given the reactants C(O)(C(F)(F)F)=O.C(O[C:11](=[O:22])[C:12]([N:17]1[CH:21]=[CH:20][N:19]=[N:18]1)=[CH:13][N:14](C)C)C.[Cl:23][C:24]1[CH:29]=[C:28]([NH:30]N)[N:27]=[CH:26][N:25]=1, predict the reaction product. The product is: [ClH:23].[Cl:23][C:24]1[N:25]=[CH:26][N:27]=[C:28]([N:30]2[C:11](=[O:22])[C:12]([N:17]3[CH:21]=[CH:20][N:19]=[N:18]3)=[CH:13][NH:14]2)[CH:29]=1. (4) Given the reactants [C:1]12([NH2:11])[CH2:10][CH:5]3[CH2:6][CH:7]([CH2:9][CH:3]([CH2:4]3)[CH2:2]1)[CH2:8]2.[Cl:12][C:13]1[S:17][C:16]([CH:18]=O)=[CH:15][CH:14]=1, predict the reaction product. The product is: [Cl:12][C:13]1[S:17][C:16]([CH2:18][NH:11][C:1]23[CH2:8][CH:7]4[CH2:6][CH:5]([CH2:4][CH:3]([CH2:9]4)[CH2:2]2)[CH2:10]3)=[CH:15][CH:14]=1. (5) Given the reactants [NH2:1][CH2:2][C:3]1[C:12](=[O:13])[C:11]2[C:6](=[CH:7][C:8]([Cl:14])=[CH:9][CH:10]=2)[N:5]([C:15]2[CH:20]=[CH:19][CH:18]=[CH:17][CH:16]=2)[C:4]=1[C:21]([N:23]([CH3:25])[CH3:24])=[O:22].[N:26]1([C:32]2[CH:40]=[CH:39][C:35]([C:36](O)=[O:37])=[CH:34][CH:33]=2)[CH2:31][CH2:30][O:29][CH2:28][CH2:27]1, predict the reaction product. The product is: [CH3:24][N:23]([CH3:25])[C:21]([C:4]1[N:5]([C:15]2[CH:20]=[CH:19][CH:18]=[CH:17][CH:16]=2)[C:6]2[C:11]([C:12](=[O:13])[C:3]=1[CH2:2][NH:1][C:36](=[O:37])[C:35]1[CH:34]=[CH:33][C:32]([N:26]3[CH2:31][CH2:30][O:29][CH2:28][CH2:27]3)=[CH:40][CH:39]=1)=[CH:10][CH:9]=[C:8]([Cl:14])[CH:7]=2)=[O:22]. (6) The product is: [CH2:2]([O:4][C:5]([C:7]1([CH2:20][CH2:21][CH3:22])[CH2:12][CH2:11][NH:10][CH2:9][CH2:8]1)=[O:6])[CH3:3]. Given the reactants Cl.[CH2:2]([O:4][C:5]([C:7]1([CH2:20][CH2:21][CH3:22])[CH2:12][CH2:11][N:10](C(OC(C)(C)C)=O)[CH2:9][CH2:8]1)=[O:6])[CH3:3], predict the reaction product.